This data is from Catalyst prediction with 721,799 reactions and 888 catalyst types from USPTO. The task is: Predict which catalyst facilitates the given reaction. (1) Reactant: Cl[C:2]1[C:11]2[N:12]=[C:13]([OH:22])[N:14]([CH2:15][C:16]3[CH:17]=[N:18][CH:19]=[CH:20][CH:21]=3)[C:10]=2[C:9]2[CH:8]=[CH:7][CH:6]=[CH:5][C:4]=2[N:3]=1.[NH3:23]. Product: [NH2:23][C:2]1[C:11]2[N:12]=[C:13]([OH:22])[N:14]([CH2:15][C:16]3[CH:17]=[N:18][CH:19]=[CH:20][CH:21]=3)[C:10]=2[C:9]2[CH:8]=[CH:7][CH:6]=[CH:5][C:4]=2[N:3]=1. The catalyst class is: 5. (2) The catalyst class is: 477. Product: [C:8]([NH:9][C:28](=[O:29])[CH:27]([O:26][CH2:24][CH3:25])[CH2:31][C:32]1[CH:37]=[CH:36][C:35]([O:38][CH2:39][CH2:40][C:41]2[CH:46]=[CH:45][C:44]([O:47][S:48]([CH3:51])(=[O:50])=[O:49])=[CH:43][CH:42]=2)=[CH:34][CH:33]=1)#[N:7]. Reactant: C1CCC([N:7]=[C:8]=[N:9]C2CCCCC2)CC1.ON1C(=O)CCC1=O.[CH2:24]([O:26][CH:27]([CH2:31][C:32]1[CH:37]=[CH:36][C:35]([O:38][CH2:39][CH2:40][C:41]2[CH:46]=[CH:45][C:44]([O:47][S:48]([CH3:51])(=[O:50])=[O:49])=[CH:43][CH:42]=2)=[CH:34][CH:33]=1)[C:28](O)=[O:29])[CH3:25].C(N(C(C)C)CC)(C)C.N#CN. (3) Reactant: C(OC([N:8]1[CH2:13][CH2:12][O:11][C@@H:10]([C:14]2[CH:19]=[CH:18][C:17]([NH:20][C:21]([C:23]3[CH:28]=[C:27]([C:29]#[N:30])[CH:26]=[CH:25][N:24]=3)=[O:22])=[C:16]([F:31])[CH:15]=2)[CH2:9]1)=O)(C)(C)C.[ClH:32].O1CCOCC1. Product: [ClH:32].[C:29]([C:27]1[CH:26]=[CH:25][N:24]=[C:23]([C:21]([NH:20][C:17]2[CH:18]=[CH:19][C:14]([C@@H:10]3[O:11][CH2:12][CH2:13][NH:8][CH2:9]3)=[CH:15][C:16]=2[F:31])=[O:22])[CH:28]=1)#[N:30]. The catalyst class is: 1. (4) Reactant: [F:1][C:2]([F:16])([F:15])[C:3]1[CH:4]=[CH:5][C:6]2[O:11][CH2:10][C@H:9]([CH2:12][OH:13])[O:8][C:7]=2[CH:14]=1.[C:17]1([CH3:27])[CH:22]=[CH:21][C:20]([S:23](Cl)(=[O:25])=[O:24])=[CH:19][CH:18]=1.Cl. Product: [CH3:27][C:17]1[CH:22]=[CH:21][C:20]([S:23]([O:13][CH2:12][C@@H:9]2[O:8][C:7]3[CH:14]=[C:3]([C:2]([F:1])([F:15])[F:16])[CH:4]=[CH:5][C:6]=3[O:11][CH2:10]2)(=[O:25])=[O:24])=[CH:19][CH:18]=1. The catalyst class is: 79. (5) Reactant: F[C:2]1[CH:3]=[N:4][CH:5]=[CH:6][C:7]=1[C:8]1[O:9][C:10]2[CH:16]=[CH:15][C:14]([C:17]([F:20])([F:19])[F:18])=[CH:13][C:11]=2[N:12]=1.[F:21][C:22]([F:29])([F:28])[C:23]1[N:24]=[CH:25][NH:26][CH:27]=1.C(=O)([O-])[O-].[K+].[K+].CN(C=O)C. Product: [F:21][C:22]([F:29])([F:28])[C:23]1[N:24]=[CH:25][N:26]([C:2]2[CH:3]=[N:4][CH:5]=[CH:6][C:7]=2[C:8]2[O:9][C:10]3[CH:16]=[CH:15][C:14]([C:17]([F:20])([F:19])[F:18])=[CH:13][C:11]=3[N:12]=2)[CH:27]=1. The catalyst class is: 6. (6) Reactant: ON1C2C=CC=CC=2N=N1.Cl.CN(C)CCCN=C=NCC.[NH:23]1[CH2:28][CH2:27][O:26][CH2:25][CH2:24]1.[C:29]([O:33][C:34]([NH:36][C@@H:37]1[CH2:42][CH2:41][CH2:40][N:39]([C:43]2[N:51]([CH2:52][C:53]3[CH:58]=[CH:57][CH:56]=[CH:55][C:54]=3[Cl:59])[C:50]3[C:49](=[O:60])[N:48]([CH3:61])[C:47](=[O:62])[N:46]([CH3:63])[C:45]=3[C:44]=2[C:64](O)=[O:65])[CH2:38]1)=[O:35])([CH3:32])([CH3:31])[CH3:30].[Cl-].[NH4+]. Product: [Cl:59][C:54]1[CH:55]=[CH:56][CH:57]=[CH:58][C:53]=1[CH2:52][N:51]1[C:50]2[C:49](=[O:60])[N:48]([CH3:61])[C:47](=[O:62])[N:46]([CH3:63])[C:45]=2[C:44]([C:64]([N:23]2[CH2:28][CH2:27][O:26][CH2:25][CH2:24]2)=[O:65])=[C:43]1[N:39]1[CH2:40][CH2:41][CH2:42][C@@H:37]([NH:36][C:34](=[O:35])[O:33][C:29]([CH3:30])([CH3:31])[CH3:32])[CH2:38]1. The catalyst class is: 289.